From a dataset of Forward reaction prediction with 1.9M reactions from USPTO patents (1976-2016). Predict the product of the given reaction. Given the reactants [CH2:1]([O:8][C:9]1[C:14]([CH:15]([C:17]2[C:18]([O:29][CH3:30])=[C:19]([C:23]3[CH:28]=[CH:27][CH:26]=[CH:25][CH:24]=3)[CH:20]=[CH:21][CH:22]=2)[OH:16])=[CH:13][CH:12]=[CH:11][C:10]=1[C:31]1[CH:36]=[CH:35][CH:34]=[CH:33][CH:32]=1)[C:2]1[CH:7]=[CH:6][CH:5]=[CH:4][CH:3]=1, predict the reaction product. The product is: [CH2:1]([O:8][C:9]1[C:14]([C:15]([C:17]2[C:18]([O:29][CH3:30])=[C:19]([C:23]3[CH:24]=[CH:25][CH:26]=[CH:27][CH:28]=3)[CH:20]=[CH:21][CH:22]=2)=[O:16])=[CH:13][CH:12]=[CH:11][C:10]=1[C:31]1[CH:36]=[CH:35][CH:34]=[CH:33][CH:32]=1)[C:2]1[CH:3]=[CH:4][CH:5]=[CH:6][CH:7]=1.